This data is from Catalyst prediction with 721,799 reactions and 888 catalyst types from USPTO. The task is: Predict which catalyst facilitates the given reaction. Reactant: Cl[C:2]1[C:12]([C:13]#[N:14])=[CH:11][C:5]([C:6]([O:8][CH2:9][CH3:10])=[O:7])=[C:4]([C:15]([F:18])([F:17])[F:16])[N:3]=1.[NH:19]1[CH2:24][CH2:23][NH:22][CH2:21][CH:20]1[CH2:25][CH2:26][C:27]([O:29][C:30]([CH3:33])([CH3:32])[CH3:31])=[O:28].C(N(CC)CC)C. Product: [C:30]([O:29][C:27](=[O:28])[CH2:26][CH2:25][CH:20]1[NH:19][CH2:24][CH2:23][N:22]([C:2]2[C:12]([C:13]#[N:14])=[CH:11][C:5]([C:6]([O:8][CH2:9][CH3:10])=[O:7])=[C:4]([C:15]([F:18])([F:17])[F:16])[N:3]=2)[CH2:21]1)([CH3:33])([CH3:31])[CH3:32]. The catalyst class is: 8.